Dataset: Forward reaction prediction with 1.9M reactions from USPTO patents (1976-2016). Task: Predict the product of the given reaction. (1) The product is: [CH:21]([O:1][C:2]1[CH:14]=[CH:13][C:12]([N+:15]([O-:17])=[O:16])=[CH:11][C:3]=1[C:4]([O:6][C:7]([CH3:10])([CH3:9])[CH3:8])=[O:5])([C:22]1[CH:27]=[CH:26][CH:25]=[CH:24][CH:23]=1)[C:28]1[CH:33]=[CH:32][CH:31]=[CH:30][CH:29]=1. Given the reactants [OH:1][C:2]1[CH:14]=[CH:13][C:12]([N+:15]([O-:17])=[O:16])=[CH:11][C:3]=1[C:4]([O:6][C:7]([CH3:10])([CH3:9])[CH3:8])=[O:5].[H-].[Na+].Br[CH:21]([C:28]1[CH:33]=[CH:32][CH:31]=[CH:30][CH:29]=1)[C:22]1[CH:27]=[CH:26][CH:25]=[CH:24][CH:23]=1, predict the reaction product. (2) Given the reactants [CH:1]([C:3]1[CH:4]=[C:5]([C:10]2[CH:15]=[CH:14][C:13]([C:16]#[N:17])=[CH:12][CH:11]=2)[CH:6]=[CH:7][C:8]=1[OH:9])=[O:2].[OH-].[K+].Cl[CH:21]([F:23])[F:22].O, predict the reaction product. The product is: [F:22][CH:21]([F:23])[O:9][C:8]1[CH:7]=[CH:6][C:5]([C:10]2[CH:15]=[CH:14][C:13]([C:16]#[N:17])=[CH:12][CH:11]=2)=[CH:4][C:3]=1[CH:1]=[O:2]. (3) Given the reactants [CH2:1]([C:4]1[C:21]2[CH2:20][C:19]3[C:14](=[C:15]([CH2:31][CH2:32][CH3:33])[C:16]([CH2:28][CH2:29][CH3:30])=[C:17]([CH2:25][CH2:26][CH3:27])[C:18]=3[CH2:22][CH2:23][CH3:24])[CH2:13][C:12]=2[C:11]([CH2:34][CH2:35][CH3:36])=[C:10]2[C:5]=1[CH:6]=[C:7]([I:38])[C:8]([I:37])=[CH:9]2)[CH2:2][CH3:3].ClC1C(=O)C(C#N)=C(C#N)C(=O)C=1Cl, predict the reaction product. The product is: [I:37][C:8]1[C:7]([I:38])=[CH:6][C:5]2[C:10](=[C:11]([CH2:34][CH2:35][CH3:36])[C:12]3[C:21]([C:4]=2[CH2:1][CH2:2][CH3:3])=[CH:20][C:19]2[C:14](=[C:15]([CH2:31][CH2:32][CH3:33])[C:16]([CH2:28][CH2:29][CH3:30])=[C:17]([CH2:25][CH2:26][CH3:27])[C:18]=2[CH2:22][CH2:23][CH3:24])[CH:13]=3)[CH:9]=1. (4) Given the reactants [CH3:1][O:2][C:3]([C:5]1([C:8](=[O:10])[CH3:9])[CH2:7][CH2:6]1)=[O:4].[CH2:11](O)[CH2:12][OH:13].C1(C)C=CC(S(O)(=O)=O)=CC=1.C(=O)(O)[O-].[Na+], predict the reaction product. The product is: [CH3:1][O:2][C:3]([C:5]1([C:8]2([CH3:9])[O:13][CH2:12][CH2:11][O:10]2)[CH2:7][CH2:6]1)=[O:4]. (5) Given the reactants [C:1]([C:6]1[CH:11]=[CH:10][C:9]([S:12](Cl)(=[O:14])=[O:13])=[CH:8][CH:7]=1)([CH2:4]C)([CH3:3])C.[CH3:16][C:17]1[CH:21]=[C:20]([NH2:22])[N:19]([C:23]2[CH:32]=[CH:31][CH:30]=[C:29]3[C:24]=2[CH:25]=[CH:26][CH:27]=[N:28]3)[N:18]=1.ClCCl, predict the reaction product. The product is: [CH:1]([C:6]1[CH:7]=[CH:8][C:9]([S:12]([NH:22][C:20]2[N:19]([C:23]3[CH:32]=[CH:31][CH:30]=[C:29]4[C:24]=3[CH:25]=[CH:26][CH:27]=[N:28]4)[N:18]=[C:17]([CH3:16])[CH:21]=2)(=[O:13])=[O:14])=[CH:10][CH:11]=1)([CH3:3])[CH3:4]. (6) Given the reactants [C:1](Cl)(=[O:3])[CH3:2].C(OC([N:12]1[CH2:17][C@H:16]([O:18][CH2:19][C:20]2[CH:21]=[CH:22][C:23]3[O:28][CH2:27][CH2:26][N:25]([CH2:29][CH2:30][CH2:31][O:32][CH3:33])[C:24]=3[CH:34]=2)[C@@H:15]([C:35]2[CH:40]=[CH:39][C:38]([CH2:41][O:42][CH2:43][C@H:44]([O:46][CH2:47][CH3:48])[CH3:45])=[CH:37][CH:36]=2)[C@H:14]([CH2:49][OH:50])[CH2:13]1)=O)(C)(C)C.CCN(CC)CC, predict the reaction product. The product is: [CH2:47]([O:46][C@H:44]([CH3:45])[CH2:43][O:42][CH2:41][C:38]1[CH:39]=[CH:40][C:35]([C@@H:15]2[C@@H:16]([O:18][CH2:19][C:20]3[CH:21]=[CH:22][C:23]4[O:28][CH2:27][CH2:26][N:25]([CH2:29][CH2:30][CH2:31][O:32][CH3:33])[C:24]=4[CH:34]=3)[CH2:17][NH:12][CH2:13][C@H:14]2[CH2:49][O:50][C:1](=[O:3])[CH3:2])=[CH:36][CH:37]=1)[CH3:48].